The task is: Predict the reaction yield, written as a fraction of the theoretical maximum amount of product (1.0 means a 100% yield; for example, 0.34 means a 34% yield).. This data is from Reaction yield outcomes from USPTO patents with 853,638 reactions. (1) The reactants are [C:1]([C:3]1[CH:36]=[CH:35][C:6]([C:7]([NH:9][C@H:10]([C:18]2[NH:19][CH:20]=[C:21]([C:23]3[CH:28]=[CH:27][C:26]([C:29]4[N:33]=C(C)O[N:30]=4)=[CH:25][CH:24]=3)[N:22]=2)[CH2:11][C:12]2[CH:17]=[CH:16][CH:15]=[CH:14][CH:13]=2)=[O:8])=[C:5]([F:37])[CH:4]=1)#[N:2].C(C1C=CC(C(O)=[O:45])=C(F)C=1)#N. No catalyst specified. The product is [C:29]([C:26]1[CH:25]=[CH:24][C:23]([C:21]2[N:22]=[C:18]([C@@H:10]([NH:9][C:7](=[O:8])[C:6]3[CH:35]=[CH:36][C:3]([C:1]([NH2:2])=[O:45])=[CH:4][C:5]=3[F:37])[CH2:11][C:12]3[CH:13]=[CH:14][CH:15]=[CH:16][CH:17]=3)[NH:19][CH:20]=2)=[CH:28][CH:27]=1)(=[NH:30])[NH2:33]. The yield is 0.900. (2) The reactants are Br[C:2]1[C:6]2=[N:7][C:8]([C:11]3[O:12][C:13]([CH3:16])=[N:14][N:15]=3)=[CH:9][CH:10]=[C:5]2[O:4][CH:3]=1.[F:17][C:18]([F:30])([F:29])[O:19][C:20]1[CH:21]=[C:22](B(O)O)[CH:23]=[CH:24][CH:25]=1. No catalyst specified. The product is [CH3:16][C:13]1[O:12][C:11]([C:8]2[N:7]=[C:6]3[C:2]([C:22]4[CH:23]=[CH:24][CH:25]=[C:20]([O:19][C:18]([F:17])([F:29])[F:30])[CH:21]=4)=[CH:3][O:4][C:5]3=[CH:10][CH:9]=2)=[N:15][N:14]=1. The yield is 0.570.